This data is from Full USPTO retrosynthesis dataset with 1.9M reactions from patents (1976-2016). The task is: Predict the reactants needed to synthesize the given product. (1) The reactants are: [Si]([O:8][C:9]1[CH:41]=[CH:40][C:12]2[N:13]([C:18]3[CH:23]=[CH:22][C:21]([CH2:24][CH2:25][NH:26][C:27]([NH:29][S:30]([C:33]4[CH:38]=[CH:37][C:36]([CH3:39])=[CH:35][CH:34]=4)(=[O:32])=[O:31])=[O:28])=[CH:20][CH:19]=3)[C:14]([CH2:16][CH3:17])=[N:15][C:11]=2[CH:10]=1)(C(C)(C)C)(C)C.[F-].C([N+](CCCC)(CCCC)CCCC)CCC. Given the product [CH2:16]([C:14]1[N:13]([C:18]2[CH:23]=[CH:22][C:21]([CH2:24][CH2:25][NH:26][C:27]([NH:29][S:30]([C:33]3[CH:38]=[CH:37][C:36]([CH3:39])=[CH:35][CH:34]=3)(=[O:32])=[O:31])=[O:28])=[CH:20][CH:19]=2)[C:12]2[CH:40]=[CH:41][C:9]([OH:8])=[CH:10][C:11]=2[N:15]=1)[CH3:17], predict the reactants needed to synthesize it. (2) Given the product [NH2:16][C:4]1[N:3]=[C:2]([NH:17][CH2:18][CH2:19][C:20]2[CH:21]=[CH:22][C:23]([S:26]([NH2:29])(=[O:27])=[O:28])=[CH:24][CH:25]=2)[CH:7]=[C:6]([C:8]2[CH:13]=[CH:12][CH:11]=[C:10]([Cl:14])[C:9]=2[Cl:15])[N:5]=1, predict the reactants needed to synthesize it. The reactants are: Cl[C:2]1[CH:7]=[C:6]([C:8]2[CH:13]=[CH:12][CH:11]=[C:10]([Cl:14])[C:9]=2[Cl:15])[N:5]=[C:4]([NH2:16])[N:3]=1.[NH2:17][CH2:18][CH2:19][C:20]1[CH:25]=[CH:24][C:23]([S:26]([NH2:29])(=[O:28])=[O:27])=[CH:22][CH:21]=1.CCN(C(C)C)C(C)C. (3) Given the product [Br:1][C:2]1[CH:3]=[C:4]([CH2:7][CH2:8][NH2:9])[S:5][CH:6]=1, predict the reactants needed to synthesize it. The reactants are: [Br:1][C:2]1[CH:3]=[C:4]([CH:7]=[CH:8][N+:9]([O-])=O)[S:5][CH:6]=1.[Li+].[BH4-].Cl[Si](C)(C)C. (4) Given the product [CH3:18][C:11]1[CH:12]=[C:13]([O:16][CH3:17])[CH:14]=[CH:15][C:10]=1[CH2:9][C:3]#[N:2], predict the reactants needed to synthesize it. The reactants are: Br[N:2]1C(=O)CC[C:3]1=O.[CH3:9][C:10]1[CH:15]=[CH:14][C:13]([O:16][CH3:17])=[CH:12][C:11]=1[CH3:18]. (5) Given the product [C:14]([O:18][C:19]([N:21]1[CH2:26][CH2:25][CH:24]([C:27](=[O:32])[C:4]2[CH:9]=[CH:8][C:7]([O:10][CH3:11])=[C:6]([CH3:12])[CH:5]=2)[CH2:23][CH2:22]1)=[O:20])([CH3:17])([CH3:16])[CH3:15], predict the reactants needed to synthesize it. The reactants are: II.Br[C:4]1[CH:9]=[CH:8][C:7]([O:10][CH3:11])=[C:6]([CH3:12])[CH:5]=1.[Mg].[C:14]([O:18][C:19]([N:21]1[CH2:26][CH2:25][CH:24]([C:27](=[O:32])N(OC)C)[CH2:23][CH2:22]1)=[O:20])([CH3:17])([CH3:16])[CH3:15]. (6) Given the product [CH3:3][C:4]1[N:5]([CH2:10][CH:11]2[CH2:16][CH2:15][N:14]([C:17]([O:19][C:20]([CH3:21])([CH3:23])[CH3:22])=[O:18])[CH2:13][CH2:12]2)[CH:6]=[CH:7][N:8]=1, predict the reactants needed to synthesize it. The reactants are: [H-].[Na+].[CH3:3][C:4]1[NH:5][CH:6]=[CH:7][N:8]=1.Br[CH2:10][CH:11]1[CH2:16][CH2:15][N:14]([C:17]([O:19][C:20]([CH3:23])([CH3:22])[CH3:21])=[O:18])[CH2:13][CH2:12]1. (7) The reactants are: P(Br)(Br)([Br:3])=O.O[C:7]1[CH:16]=[C:15]([C:17]([OH:19])=[O:18])[C:14]2[C:9](=[CH:10][CH:11]=[CH:12][CH:13]=2)[N:8]=1.[Cl-].[Na+]. Given the product [Br:3][C:7]1[CH:16]=[C:15]([C:17]([OH:19])=[O:18])[C:14]2[C:9](=[CH:10][CH:11]=[CH:12][CH:13]=2)[N:8]=1, predict the reactants needed to synthesize it. (8) Given the product [ClH:1].[ClH:1].[CH:28]1([N:31]2[CH2:36][CH2:35][CH:34]([NH:2][C@@H:3]3[CH2:5][C@H:4]3[C:6]3[CH:7]=[C:8]([CH:20]=[CH:21][CH:22]=3)[C:9]([NH:11][CH:12]3[CH2:13][CH2:14][C:15]([F:18])([F:19])[CH2:16][CH2:17]3)=[O:10])[CH2:33][CH2:32]2)[CH2:30][CH2:29]1, predict the reactants needed to synthesize it. The reactants are: [ClH:1].[NH2:2][C@@H:3]1[CH2:5][C@H:4]1[C:6]1[CH:7]=[C:8]([CH:20]=[CH:21][CH:22]=1)[C:9]([NH:11][CH:12]1[CH2:17][CH2:16][C:15]([F:19])([F:18])[CH2:14][CH2:13]1)=[O:10].C(=O)([O-])O.[Na+].[CH:28]1([N:31]2[CH2:36][CH2:35][C:34](=O)[CH2:33][CH2:32]2)[CH2:30][CH2:29]1. (9) Given the product [F:1][CH:2]1[CH:7]([O:8][C:9]2[CH:14]=[CH:13][C:12]([NH2:15])=[CH:11][CH:10]=2)[CH2:6][CH2:5][N:4]([CH3:18])[CH2:3]1, predict the reactants needed to synthesize it. The reactants are: [F:1][CH:2]1[CH:7]([O:8][C:9]2[CH:14]=[CH:13][C:12]([N+:15]([O-])=O)=[CH:11][CH:10]=2)[CH2:6][CH2:5][N:4]([CH3:18])[CH2:3]1. (10) Given the product [CH3:1][O:2][C:3]1[CH:4]=[C:5]2[C:10](=[CH:11][C:12]=1[O:13][CH2:14][CH2:15][CH2:16][N:19]1[CH2:24][CH2:23][S:22][CH2:21][CH2:20]1)[N:9]=[CH:8][NH:7][C:6]2=[O:18], predict the reactants needed to synthesize it. The reactants are: [CH3:1][O:2][C:3]1[CH:4]=[C:5]2[C:10](=[CH:11][C:12]=1[O:13][CH2:14][CH2:15][CH2:16]Cl)[N:9]=[CH:8][NH:7][C:6]2=[O:18].[NH:19]1[CH2:24][CH2:23][S:22][CH2:21][CH2:20]1.C(O)(CC)C.